Predict the reaction yield, written as a fraction of the theoretical maximum amount of product (1.0 means a 100% yield; for example, 0.34 means a 34% yield). From a dataset of Reaction yield outcomes from USPTO patents with 853,638 reactions. (1) The reactants are Br[C:2]1[CH:7]=[CH:6][N:5]2[C:8]([C:11]([O:13][CH2:14][CH3:15])=[O:12])=[CH:9][N:10]=[C:4]2[CH:3]=1.[O:16]1[CH2:21][CH2:20][N:19]([CH2:22][CH2:23][OH:24])[CH2:18][CH2:17]1. The catalyst is [CH2-]C=C.[CH2-]C=C.Cl[Pd+].Cl[Pd+].CC1C=CC(OC)=C(P(C(C)(C)C)C(C)(C)C)C=1C1C(C(C)C)=CC(C(C)C)=CC=1C(C)C.C1(C)C=CC=CC=1. The product is [O:16]1[CH2:21][CH2:20][N:19]([CH2:22][CH2:23][O:24][C:2]2[CH:7]=[CH:6][N:5]3[C:8]([C:11]([O:13][CH2:14][CH3:15])=[O:12])=[CH:9][N:10]=[C:4]3[CH:3]=2)[CH2:18][CH2:17]1. The yield is 0.810. (2) The reactants are [Cl:1][C:2]([F:13])([F:12])[C:3]1[N:8]=[CH:7][C:6]([CH:9](O)[CH3:10])=[CH:5][CH:4]=1.S(Cl)([Cl:16])=O. The catalyst is C(Cl)Cl. The product is [Cl:1][C:2]([F:13])([F:12])[C:3]1[CH:4]=[CH:5][C:6]([CH:9]([Cl:16])[CH3:10])=[CH:7][N:8]=1. The yield is 0.980. (3) The reactants are FC1C=C(F)C=CC=1C1C=C(COS(C)(=O)=O)C(=O)N(CC(C)C)N=1.[F:26][C:27]1[CH:28]=[C:29]([CH:51]=[CH:52][C:53]=1[F:54])[CH2:30][N:31]1[C:36](=[O:37])[C:35]([C:38]([O:40]C)=[O:39])=[CH:34][C:33]([C:42]2[CH:47]=[CH:46][C:45]([O:48][CH3:49])=[C:44]([F:50])[CH:43]=2)=[N:32]1. No catalyst specified. The product is [C:38]([C:35]1[C:36](=[O:37])[N:31]([CH2:30][C:29]2[CH:51]=[CH:52][C:53]([F:54])=[C:27]([F:26])[CH:28]=2)[N:32]=[C:33]([C:42]2[CH:47]=[CH:46][C:45]([O:48][CH3:49])=[C:44]([F:50])[CH:43]=2)[CH:34]=1)([OH:40])=[O:39]. The yield is 0.976. (4) The reactants are [Cl-].COC1N=C(OC)N=C([N+]2(C)CCOCC2)N=1.[NH2:19][C:20]1[CH:25]=[CH:24][CH:23]=[CH:22][CH:21]=1.[CH2:26]=[C:27]1[CH:33]=[CH:32][C:31]2[CH:34]=[C:35]([C:38](O)=[O:39])[CH:36]=[CH:37][C:30]=2[O:29][CH2:28]1. The catalyst is CO. The product is [CH2:26]=[C:27]1[CH:33]=[CH:32][C:31]2[CH:34]=[C:35]([C:38]([NH:19][C:20]3[CH:25]=[CH:24][CH:23]=[CH:22][CH:21]=3)=[O:39])[CH:36]=[CH:37][C:30]=2[O:29][CH2:28]1. The yield is 0.490. (5) The reactants are [CH:1]([C@@H:14]1[CH2:19][CH:18]=[CH:17][CH2:16][O:15]1)([C:8]1[CH:13]=[CH:12][CH:11]=[CH:10][CH:9]=1)[C:2]1[CH:7]=[CH:6][CH:5]=[CH:4][CH:3]=1.C1C=C(Cl)C=C(C(OO)=[O:28])C=1.[O-]S([O-])=O.[Na+].[Na+]. The catalyst is C(Cl)Cl. The product is [CH:1]([C@@H:14]1[CH2:19][C@@H:18]2[C@@H:17]([O:28]2)[CH2:16][O:15]1)([C:8]1[CH:9]=[CH:10][CH:11]=[CH:12][CH:13]=1)[C:2]1[CH:7]=[CH:6][CH:5]=[CH:4][CH:3]=1. The yield is 0.503.